Regression/Classification. Given a drug SMILES string, predict its absorption, distribution, metabolism, or excretion properties. Task type varies by dataset: regression for continuous measurements (e.g., permeability, clearance, half-life) or binary classification for categorical outcomes (e.g., BBB penetration, CYP inhibition). For this dataset (lipophilicity_astrazeneca), we predict Y. From a dataset of Experimental lipophilicity measurements (octanol/water distribution) for 4,200 compounds from AstraZeneca. (1) The compound is CCC(c1nc2ccsc2c(=O)n1Cc1ccccc1)N(CCCN)C(=O)c1ccc(C(C)C)cc1. The Y is 2.72 logD. (2) The molecule is Cc1cnc(NC(=O)C2C(=O)c3ccccc3S(=O)(=O)N2C)s1. The Y is 0.300 logD.